This data is from Full USPTO retrosynthesis dataset with 1.9M reactions from patents (1976-2016). The task is: Predict the reactants needed to synthesize the given product. (1) Given the product [C:1]([S:5]([C:8]1[CH:9]=[C:10]2[C:15](=[CH:16][C:17]=1[OH:18])[N:14]=[CH:13][N:12]=[C:11]2[NH:27][C:26]1[CH:28]=[CH:29][C:23]([Cl:22])=[CH:24][C:25]=1[F:30])(=[O:6])=[O:7])([CH3:4])([CH3:2])[CH3:3], predict the reactants needed to synthesize it. The reactants are: [C:1]([S:5]([C:8]1[CH:9]=[C:10]2[C:15](=[CH:16][C:17]=1[OH:18])[N:14]=[CH:13][N:12]=[C:11]2SCC)(=[O:7])=[O:6])([CH3:4])([CH3:3])[CH3:2].[Cl:22][C:23]1[CH:29]=[CH:28][C:26]([NH2:27])=[C:25]([F:30])[CH:24]=1.C(=O)([O-])[O-]. (2) Given the product [Br:1][C:2]1[CH:7]=[C:6]([Cl:8])[CH:5]=[C:4]2[C:3]=1[O:15][C:11](=[O:13])[CH:10]=[CH:9]2, predict the reactants needed to synthesize it. The reactants are: [Br:1][C:2]1[C:3]([OH:15])=[C:4](/[CH:9]=[CH:10]/[C:11]([O:13]C)=O)[CH:5]=[C:6]([Cl:8])[CH:7]=1. (3) Given the product [CH:25]1([S:28]([N:1]2[CH2:6][CH2:5][CH2:4][C@H:3]([N:7]3[CH:11]=[C:10]([O:12][C:13]4[N:14]=[C:15]([OH:23])[C:16]5[CH:22]=[CH:21][N:20]=[CH:19][C:17]=5[N:18]=4)[CH:9]=[N:8]3)[CH2:2]2)(=[O:30])=[O:29])[CH2:27][CH2:26]1, predict the reactants needed to synthesize it. The reactants are: [NH:1]1[CH2:6][CH2:5][CH2:4][C@@H:3]([N:7]2[CH:11]=[C:10]([O:12][C:13]3[N:14]=[C:15]([OH:23])[C:16]4[CH:22]=[CH:21][N:20]=[CH:19][C:17]=4[N:18]=3)[CH:9]=[N:8]2)[CH2:2]1.Cl[C:25]1([S:28](C2(Cl)CC2)(=[O:30])=[O:29])[CH2:27][CH2:26]1. (4) Given the product [Br:1][C:2]1[CH:3]=[C:4]2[C:10]([C:25]3[CH:26]=[CH:27][C:34]([OH:37])=[CH:23][CH:24]=3)=[C:9]([CH3:40])[N:8]([S:12]([C:15]3[CH:21]=[CH:20][C:18]([CH3:19])=[CH:17][CH:16]=3)(=[O:14])=[O:13])[C:5]2=[N:6][CH:7]=1, predict the reactants needed to synthesize it. The reactants are: [Br:1][C:2]1[CH:3]=[C:4]2[C:10](I)=[CH:9][N:8]([S:12]([C:15]3[CH:21]=[CH:20][C:18]([CH3:19])=[CH:17][CH:16]=3)(=[O:14])=[O:13])[C:5]2=[N:6][CH:7]=1.N1C2[C:25](=[CH:26][C:27](B(O)O)=CC=2)[CH:24]=[CH:23]1.[C:34]([O-:37])([O-])=O.[Na+].[Na+].[CH3:40]C#N. (5) Given the product [C:19]([O:18][C:16]([N:23]1[CH2:28][CH2:27][N:26]([C:2]2[S:3][C:4]3[CH:10]=[C:9]([C:11]([O:13][CH2:14][CH3:15])=[O:12])[CH:8]=[CH:7][C:5]=3[N:6]=2)[CH2:25][CH2:24]1)=[O:17])([CH3:22])([CH3:20])[CH3:21], predict the reactants needed to synthesize it. The reactants are: Br[C:2]1[S:3][C:4]2[CH:10]=[C:9]([C:11]([O:13][CH2:14][CH3:15])=[O:12])[CH:8]=[CH:7][C:5]=2[N:6]=1.[C:16]([N:23]1[CH2:28][CH2:27][NH:26][CH2:25][CH2:24]1)([O:18][C:19]([CH3:22])([CH3:21])[CH3:20])=[O:17].C(=O)([O-])[O-].[K+].[K+].C(#N)C.